This data is from Full USPTO retrosynthesis dataset with 1.9M reactions from patents (1976-2016). The task is: Predict the reactants needed to synthesize the given product. Given the product [CH3:11][CH:12]1[CH2:21][CH2:20][CH:19]([CH3:22])[C:18]2[NH:17][CH:16]([CH:8]=[O:9])[CH:15]=[CH:14][C:13]1=2, predict the reactants needed to synthesize it. The reactants are: P(Cl)(Cl)(Cl)=O.CN(C)[CH:8]=[O:9].[CH3:11][CH:12]1[CH2:21][CH2:20][CH:19]([CH3:22])[C:18]2[N:17]=[CH:16][CH:15]=[CH:14][C:13]1=2.C(=O)(O)[O-].[Na+].